Dataset: Full USPTO retrosynthesis dataset with 1.9M reactions from patents (1976-2016). Task: Predict the reactants needed to synthesize the given product. Given the product [O:7]=[C:5]1[CH2:6][O:1][C@H:2]2[CH2:14][C:13]3[CH:12]=[CH:11][CH:10]=[CH:9][C:8]=3[C@H:3]2[N:4]1[CH2:18][C:19]([O:21][CH2:22][CH3:23])=[O:20], predict the reactants needed to synthesize it. The reactants are: [O:1]1[CH2:6][C:5](=[O:7])[NH:4][C@@H:3]2[C:8]3[CH:9]=[CH:10][CH:11]=[CH:12][C:13]=3[CH2:14][C@H:2]12.[H-].[Na+].Br[CH2:18][C:19]([O:21][CH2:22][CH3:23])=[O:20].